Dataset: Forward reaction prediction with 1.9M reactions from USPTO patents (1976-2016). Task: Predict the product of the given reaction. The product is: [NH2:1][C:2]1[N:10]=[C:9]([O:11][CH:12]([CH3:14])[CH3:13])[CH:8]=[C:7]([O:15][CH:16]([CH3:18])[CH3:17])[C:3]=1[C:4]([NH2:21])=[O:5]. Given the reactants [NH2:1][C:2]1[N:10]=[C:9]([O:11][CH:12]([CH3:14])[CH3:13])[CH:8]=[C:7]([O:15][CH:16]([CH3:18])[CH3:17])[C:3]=1[C:4](O)=[O:5].CC[N:21]=C=NCCCN(C)C.Cl.C1C=CC2N(O)N=NC=2C=1.CN1CCOCC1.N, predict the reaction product.